From a dataset of Forward reaction prediction with 1.9M reactions from USPTO patents (1976-2016). Predict the product of the given reaction. (1) Given the reactants [CH3:1][C:2](=[CH:8][C:9]1[CH:13]=[CH:12][S:11][CH:10]=1)[C:3]([O:5]CC)=[O:4], predict the reaction product. The product is: [CH3:1][C:2](=[CH:8][C:9]1[CH:13]=[CH:12][S:11][CH:10]=1)[C:3]([OH:5])=[O:4]. (2) Given the reactants [Cl:1][C:2]1[CH:7]=[CH:6][C:5]([Cl:8])=[CH:4][C:3]=1[NH:9][C:10]1[N:15]2[N:16]=[CH:17][C:18]([S:19]([OH:22])(=[O:21])=O)=[C:14]2[N:13]=[CH:12][C:11]=1[C:23]([N:25]1[CH2:30][CH2:29][CH:28]([C:31]2[CH:36]=[CH:35][C:34]([F:37])=[CH:33][CH:32]=2)[CH2:27][CH2:26]1)=[O:24].Cl.[CH2:39]([O:41][NH2:42])[CH3:40], predict the reaction product. The product is: [Cl:1][C:2]1[CH:7]=[CH:6][C:5]([Cl:8])=[CH:4][C:3]=1[NH:9][C:10]1[N:15]2[N:16]=[CH:17][C:18]([S:19]([NH:42][O:41][CH2:39][CH3:40])(=[O:21])=[O:22])=[C:14]2[N:13]=[CH:12][C:11]=1[C:23]([N:25]1[CH2:30][CH2:29][CH:28]([C:31]2[CH:32]=[CH:33][C:34]([F:37])=[CH:35][CH:36]=2)[CH2:27][CH2:26]1)=[O:24]. (3) Given the reactants [Cl:1][C:2]1[CH:7]=[CH:6][C:5]([OH:8])=[C:4]([O:9][C:10]2[C:15]([O:16][CH3:17])=[CH:14][CH:13]=[CH:12][C:11]=2[F:18])[CH:3]=1.[C:19]([O:23][C:24]([N:26]1[CH2:31][CH2:30][CH2:29][C@H:28](CS(C)(=O)=O)[CH2:27]1)=[O:25])([CH3:22])([CH3:21])[CH3:20].[C:37](=O)([O-])[O-].[Cs+].[Cs+], predict the reaction product. The product is: [C:19]([O:23][C:24]([N:26]1[CH2:27][CH2:28][CH2:29][CH2:30][C@H:31]1[CH2:37][O:8][C:5]1[CH:6]=[CH:7][C:2]([Cl:1])=[CH:3][C:4]=1[O:9][C:10]1[C:15]([O:16][CH3:17])=[CH:14][CH:13]=[CH:12][C:11]=1[F:18])=[O:25])([CH3:20])([CH3:21])[CH3:22]. (4) Given the reactants [NH:1]([C:3]1[CH:12]=[CH:11][CH:10]=[C:9]2[C:4]=1[CH:5]=[CH:6][CH:7]=[N:8]2)[NH2:2].[CH3:13][C:14]1([C:20](O)=[O:21])[CH2:19][CH2:18][CH2:17][CH2:16][CH2:15]1, predict the reaction product. The product is: [CH3:13][C:14]1([C:20]([NH:2][NH:1][C:3]2[CH:12]=[CH:11][CH:10]=[C:9]3[C:4]=2[CH:5]=[CH:6][CH:7]=[N:8]3)=[O:21])[CH2:19][CH2:18][CH2:17][CH2:16][CH2:15]1.